This data is from Catalyst prediction with 721,799 reactions and 888 catalyst types from USPTO. The task is: Predict which catalyst facilitates the given reaction. (1) Reactant: Cl[CH2:2][C:3](Cl)=[O:4].[Br:6][C:7]1[CH:12]=[CH:11][C:10]([C@H:13]([OH:24])[CH2:14][NH:15][C@@H:16]([C:18]2[CH:23]=[CH:22][CH:21]=[CH:20][CH:19]=2)[CH3:17])=[CH:9][CH:8]=1.C(N(CC)CC)C.Cl.[OH-].[K+]. Product: [Br:6][C:7]1[CH:8]=[CH:9][C:10]([C@H:13]2[CH2:14][N:15]([C@@H:16]([C:18]3[CH:19]=[CH:20][CH:21]=[CH:22][CH:23]=3)[CH3:17])[C:3](=[O:4])[CH2:2][O:24]2)=[CH:11][CH:12]=1. The catalyst class is: 4. (2) Reactant: [CH2:1]([O:8][C@H:9]1[C@H:15]([O:16][CH2:17][C:18]2[CH:23]=[CH:22][CH:21]=[CH:20][CH:19]=2)[C@@H:14]([O:24][CH2:25][C:26]2[CH:31]=[CH:30][CH:29]=[CH:28][CH:27]=2)[C@:13]2([C:33]3[CH:38]=[CH:37][C:36]([Cl:39])=[C:35]([CH2:40][C:41]4[CH:46]=[CH:45][C:44]([O:47][CH2:48][C:49]([F:52])([F:51])[F:50])=[CH:43][CH:42]=4)[CH:34]=3)[O:32][C@@:10]1([CH:53]=[O:54])[CH2:11][O:12]2)[C:2]1[CH:7]=[CH:6][CH:5]=[CH:4][CH:3]=1.[CH3:55][Mg]Br. Product: [CH2:1]([O:8][C@H:9]1[C@H:15]([O:16][CH2:17][C:18]2[CH:23]=[CH:22][CH:21]=[CH:20][CH:19]=2)[C@@H:14]([O:24][CH2:25][C:26]2[CH:31]=[CH:30][CH:29]=[CH:28][CH:27]=2)[C@:13]2([C:33]3[CH:38]=[CH:37][C:36]([Cl:39])=[C:35]([CH2:40][C:41]4[CH:42]=[CH:43][C:44]([O:47][CH2:48][C:49]([F:52])([F:51])[F:50])=[CH:45][CH:46]=4)[CH:34]=3)[O:32][C@@:10]1([CH:53]([OH:54])[CH3:55])[CH2:11][O:12]2)[C:2]1[CH:3]=[CH:4][CH:5]=[CH:6][CH:7]=1. The catalyst class is: 7. (3) Reactant: [Br:1][C:2]1[CH:7]=[CH:6][C:5]([C@@H:8]([C:16]2[N:17]=[N:18][N:19]([CH3:21])[CH:20]=2)[NH:9]S(C(C)(C)C)=O)=[CH:4][CH:3]=1.[ClH:22]. Product: [Cl-:22].[Br:1][C:2]1[CH:7]=[CH:6][C:5]([C@@H:8]([C:16]2[N:17]=[N:18][N:19]([CH3:21])[CH:20]=2)[NH3+:9])=[CH:4][CH:3]=1. The catalyst class is: 459. (4) Reactant: [C:1]([CH2:3][C:4]1[CH:5]=[C:6]([C:10](O)=[O:11])[S:7][C:8]=1[CH3:9])#[N:2]. Product: [OH:11][CH2:10][C:6]1[S:7][C:8]([CH3:9])=[C:4]([CH2:3][C:1]#[N:2])[CH:5]=1. The catalyst class is: 1. (5) Reactant: C([O:3][C:4](=O)[CH2:5][C:6]1[N:10]([CH3:11])[N:9]=[C:8]([C:12]2[CH:17]=[CH:16][CH:15]=[CH:14][N:13]=2)[C:7]=1[CH:18]([C:25]1[CH:34]=[CH:33][C:28]([C:29]([O:31]C)=[O:30])=[CH:27][C:26]=1[CH3:35])[CH2:19][CH2:20]C(OC)=O)C.C[Si]([N-][Si](C)(C)C)(C)C.[Li+].CC(O)=O.Cl. Product: [CH3:35][C:26]1[CH:27]=[C:28]([CH:33]=[CH:34][C:25]=1[CH:18]1[C:7]2[C:8]([C:12]3[CH:17]=[CH:16][CH:15]=[CH:14][N:13]=3)=[N:9][N:10]([CH3:11])[C:6]=2[CH2:5][C:4](=[O:3])[CH2:20][CH2:19]1)[C:29]([OH:31])=[O:30]. The catalyst class is: 11. (6) Reactant: [C:1]([O:5][C:6](=[O:15])[NH:7][C:8]1[CH:13]=[CH:12][CH:11]=[C:10]([NH2:14])[CH:9]=1)([CH3:4])([CH3:3])[CH3:2].[CH2:16]=O.[H][H]. Product: [C:1]([O:5][C:6](=[O:15])[NH:7][C:8]1[CH:13]=[CH:12][CH:11]=[C:10]([NH:14][CH3:16])[CH:9]=1)([CH3:4])([CH3:2])[CH3:3]. The catalyst class is: 78. (7) The catalyst class is: 63. Reactant: [N+:1]([C:4]1[CH:18]=[CH:17][C:7]2[CH2:8][CH2:9][N:10]([C:13]([O:15][CH3:16])=[O:14])[CH2:11][CH2:12][C:6]=2[CH:5]=1)([O-])=O.C(OC)(C)(C)C. Product: [NH2:1][C:4]1[CH:18]=[CH:17][C:7]2[CH2:8][CH2:9][N:10]([C:13]([O:15][CH3:16])=[O:14])[CH2:11][CH2:12][C:6]=2[CH:5]=1. (8) Reactant: [CH:1]12[NH:8][CH:5]([CH2:6][CH2:7]1)[CH2:4][CH:3]([N:9]([CH:17]1[CH2:22][CH2:21][CH2:20][CH2:19][CH2:18]1)[C:10]([N:12]([CH2:15][CH3:16])[CH2:13][CH3:14])=[O:11])[CH2:2]2.[CH3:23][C:24]([O:27][C:28]([NH:30][C@@H:31]([C:40](O)=[O:41])[CH2:32][C:33]1[CH:38]=[CH:37][C:36]([Cl:39])=[CH:35][CH:34]=1)=[O:29])([CH3:26])[CH3:25].OC1C2N=NNC=2C=CC=1.Cl.CN(C)CCCN=C=NCC.C(N(C(C)C)CC)(C)C. Product: [Cl:39][C:36]1[CH:35]=[CH:34][C:33]([CH2:32][C@@H:31]([NH:30][C:28](=[O:29])[O:27][C:24]([CH3:26])([CH3:23])[CH3:25])[C:40]([N:8]2[CH:1]3[CH2:7][CH2:6][CH:5]2[CH2:4][CH:3]([N:9]([CH:17]2[CH2:18][CH2:19][CH2:20][CH2:21][CH2:22]2)[C:10]([N:12]([CH2:13][CH3:14])[CH2:15][CH3:16])=[O:11])[CH2:2]3)=[O:41])=[CH:38][CH:37]=1. The catalyst class is: 4.